This data is from Full USPTO retrosynthesis dataset with 1.9M reactions from patents (1976-2016). The task is: Predict the reactants needed to synthesize the given product. Given the product [CH2:10]([O:14][C:15]1[CH:20]=[CH:19][C:18]([C:2]2[N:7]=[C:6]([CH:8]=[O:9])[CH:5]=[CH:4][CH:3]=2)=[CH:17][C:16]=1[Cl:24])[CH2:11][CH2:12][CH3:13], predict the reactants needed to synthesize it. The reactants are: Br[C:2]1[N:7]=[C:6]([CH:8]=[O:9])[CH:5]=[CH:4][CH:3]=1.[CH2:10]([O:14][C:15]1[CH:20]=[CH:19][C:18](B(O)O)=[CH:17][C:16]=1[Cl:24])[CH2:11][CH2:12][CH3:13].C(=O)([O-])[O-].[Cs+].[Cs+].